Dataset: Blood-brain barrier penetration binary classification data from Martins et al.. Task: Regression/Classification. Given a drug SMILES string, predict its absorption, distribution, metabolism, or excretion properties. Task type varies by dataset: regression for continuous measurements (e.g., permeability, clearance, half-life) or binary classification for categorical outcomes (e.g., BBB penetration, CYP inhibition). Dataset: bbb_martins. (1) The compound is CN1CCC[C@H]1c1cccnc1. The result is 1 (penetrates BBB). (2) The drug is COc1ccc(C[C@H](N)C(=O)NC2[C@@H](CO)O[C@@H](n3cnc4c(N(C)C)ncnc43)[C@@H]2O)cc1. The result is 0 (does not penetrate BBB).